Dataset: Catalyst prediction with 721,799 reactions and 888 catalyst types from USPTO. Task: Predict which catalyst facilitates the given reaction. (1) Reactant: C(O)C.[OH:4][C:5]1[CH:12]=[C:11]([OH:13])[CH:10]=[CH:9][C:6]=1[CH:7]=O.O.Cl.[NH2:16][C@H:17]([C:20]([OH:22])=[O:21])[CH2:18][SH:19].C([O-])(=O)C.[Na+]. Product: [OH:4][C:5]1[CH:12]=[C:11]([OH:13])[CH:10]=[CH:9][C:6]=1[CH:7]1[NH:16][C@H:17]([C:20]([OH:22])=[O:21])[CH2:18][S:19]1. The catalyst class is: 6. (2) Reactant: Br[C:2]1[CH:3]=[C:4]([C:8]2[C:13]3[S:14][C:15]4[CH:20]=[CH:19][CH:18]=[CH:17][C:16]=4[C:12]=3[CH:11]=[CH:10][CH:9]=2)[CH:5]=[CH:6][CH:7]=1.[I-:21].[Na+].CNC1CCCCC1NC. Product: [I:21][C:2]1[CH:3]=[C:4]([C:8]2[C:13]3[S:14][C:15]4[CH:20]=[CH:19][CH:18]=[CH:17][C:16]=4[C:12]=3[CH:11]=[CH:10][CH:9]=2)[CH:5]=[CH:6][CH:7]=1. The catalyst class is: 321. (3) Reactant: [CH3:1][C:2]1[N:7]=[C:6]2[S:8][C:9]3[CH2:14][CH2:13][CH2:12][CH2:11][C:10]=3[C:5]2=[C:4]([C:15]2[CH:20]=[CH:19][C:18]([CH3:21])=[CH:17][CH:16]=2)[C:3]=1[CH2:22][C:23]([O:25][CH3:26])=[O:24].[Li+].C[Si]([N-][Si](C)(C)C)(C)C.[CH2:37]1[CH2:41]OC[CH2:38]1.ICCC. Product: [CH3:1][C:2]1[N:7]=[C:6]2[S:8][C:9]3[CH2:14][CH2:13][CH2:12][CH2:11][C:10]=3[C:5]2=[C:4]([C:15]2[CH:16]=[CH:17][C:18]([CH3:21])=[CH:19][CH:20]=2)[C:3]=1[CH:22]([CH2:38][CH2:37][CH3:41])[C:23]([O:25][CH3:26])=[O:24]. The catalyst class is: 3. (4) Reactant: [F:1][C:2]([F:38])([F:37])[C:3]1[CH:32]=[C:31]([C:33]([F:36])([F:35])[F:34])[CH:30]=[CH:29][C:4]=1[CH2:5][N:6]1[CH2:11][CH2:10][CH:9](/[CH:12]=[C:13]2/[C:14]([NH:19][CH2:20]/[CH:21]=[CH:22]\[CH2:23][N:24]([CH2:27][CH3:28])[CH2:25][CH3:26])=[N:15][C:16](=[O:18])[S:17]/2)[CH2:8][CH2:7]1.O.[S:40]([C:44]1[CH:50]=[CH:49][C:47]([CH3:48])=[CH:46][CH:45]=1)([OH:43])(=[O:42])=[O:41]. Product: [S:40]([C:44]1[CH:50]=[CH:49][C:47]([CH3:48])=[CH:46][CH:45]=1)([OH:43])(=[O:42])=[O:41].[F:38][C:2]([F:1])([F:37])[C:3]1[CH:32]=[C:31]([C:33]([F:35])([F:36])[F:34])[CH:30]=[CH:29][C:4]=1[CH2:5][N:6]1[CH2:11][CH2:10][CH:9](/[CH:12]=[C:13]2/[C:14]([NH:19][CH2:20]/[CH:21]=[CH:22]\[CH2:23][N:24]([CH2:27][CH3:28])[CH2:25][CH3:26])=[N:15][C:16](=[O:18])[S:17]/2)[CH2:8][CH2:7]1. The catalyst class is: 13.